Dataset: CYP2C9 inhibition data for predicting drug metabolism from PubChem BioAssay. Task: Regression/Classification. Given a drug SMILES string, predict its absorption, distribution, metabolism, or excretion properties. Task type varies by dataset: regression for continuous measurements (e.g., permeability, clearance, half-life) or binary classification for categorical outcomes (e.g., BBB penetration, CYP inhibition). Dataset: cyp2c9_veith. (1) The molecule is CC(C)(C)C(=O)NC(Nc1cccc2cccnc12)C(Cl)(Cl)Cl. The result is 1 (inhibitor). (2) The drug is CN(C)Cc1ccc(C(C)(C)C)cc1-c1cc(C(C)(C)C)ccc1CN(C)C. The result is 0 (non-inhibitor).